This data is from NCI-60 drug combinations with 297,098 pairs across 59 cell lines. The task is: Regression. Given two drug SMILES strings and cell line genomic features, predict the synergy score measuring deviation from expected non-interaction effect. (1) Drug 1: CN1C(=O)N2C=NC(=C2N=N1)C(=O)N. Drug 2: CCC1(CC2CC(C3=C(CCN(C2)C1)C4=CC=CC=C4N3)(C5=C(C=C6C(=C5)C78CCN9C7C(C=CC9)(C(C(C8N6C)(C(=O)OC)O)OC(=O)C)CC)OC)C(=O)OC)O.OS(=O)(=O)O. Cell line: A549. Synergy scores: CSS=0.904, Synergy_ZIP=-0.838, Synergy_Bliss=-0.831, Synergy_Loewe=-43.7, Synergy_HSA=-0.918. (2) Drug 1: CC12CCC3C(C1CCC2=O)CC(=C)C4=CC(=O)C=CC34C. Drug 2: CN(C)N=NC1=C(NC=N1)C(=O)N. Cell line: CAKI-1. Synergy scores: CSS=12.1, Synergy_ZIP=1.34, Synergy_Bliss=-4.87, Synergy_Loewe=-3.56, Synergy_HSA=-3.10. (3) Drug 1: CC1C(C(=O)NC(C(=O)N2CCCC2C(=O)N(CC(=O)N(C(C(=O)O1)C(C)C)C)C)C(C)C)NC(=O)C3=C4C(=C(C=C3)C)OC5=C(C(=O)C(=C(C5=N4)C(=O)NC6C(OC(=O)C(N(C(=O)CN(C(=O)C7CCCN7C(=O)C(NC6=O)C(C)C)C)C)C(C)C)C)N)C. Drug 2: CC1C(C(CC(O1)OC2CC(OC(C2O)C)OC3=CC4=CC5=C(C(=O)C(C(C5)C(C(=O)C(C(C)O)O)OC)OC6CC(C(C(O6)C)O)OC7CC(C(C(O7)C)O)OC8CC(C(C(O8)C)O)(C)O)C(=C4C(=C3C)O)O)O)O. Cell line: SNB-75. Synergy scores: CSS=39.0, Synergy_ZIP=-2.71, Synergy_Bliss=-3.35, Synergy_Loewe=-4.51, Synergy_HSA=-3.53. (4) Drug 1: C(CN)CNCCSP(=O)(O)O. Drug 2: B(C(CC(C)C)NC(=O)C(CC1=CC=CC=C1)NC(=O)C2=NC=CN=C2)(O)O. Cell line: MCF7. Synergy scores: CSS=22.7, Synergy_ZIP=-5.51, Synergy_Bliss=-4.07, Synergy_Loewe=-28.8, Synergy_HSA=-2.76. (5) Drug 1: C1=NC2=C(N1)C(=S)N=C(N2)N. Drug 2: C1C(C(OC1N2C=NC3=C2NC=NCC3O)CO)O. Cell line: T-47D. Synergy scores: CSS=19.3, Synergy_ZIP=-4.38, Synergy_Bliss=1.62, Synergy_Loewe=-12.5, Synergy_HSA=0.796. (6) Drug 1: CC1CCC2CC(C(=CC=CC=CC(CC(C(=O)C(C(C(=CC(C(=O)CC(OC(=O)C3CCCCN3C(=O)C(=O)C1(O2)O)C(C)CC4CCC(C(C4)OC)O)C)C)O)OC)C)C)C)OC. Drug 2: CCN(CC)CCNC(=O)C1=C(NC(=C1C)C=C2C3=C(C=CC(=C3)F)NC2=O)C. Cell line: HOP-92. Synergy scores: CSS=2.95, Synergy_ZIP=0.235, Synergy_Bliss=-1.51, Synergy_Loewe=-1.51, Synergy_HSA=-4.01. (7) Drug 1: C1=CC(=CC=C1CCCC(=O)O)N(CCCl)CCCl. Drug 2: C(CN)CNCCSP(=O)(O)O. Cell line: HOP-92. Synergy scores: CSS=11.2, Synergy_ZIP=-3.65, Synergy_Bliss=0.905, Synergy_Loewe=-13.6, Synergy_HSA=-0.391. (8) Drug 1: CCC1(C2=C(COC1=O)C(=O)N3CC4=CC5=C(C=CC(=C5CN(C)C)O)N=C4C3=C2)O.Cl. Drug 2: C(CCl)NC(=O)N(CCCl)N=O. Cell line: M14. Synergy scores: CSS=36.5, Synergy_ZIP=-11.2, Synergy_Bliss=-5.84, Synergy_Loewe=-19.6, Synergy_HSA=-3.13.